Dataset: Forward reaction prediction with 1.9M reactions from USPTO patents (1976-2016). Task: Predict the product of the given reaction. (1) Given the reactants [ClH:1].[CH2:2]([N:4]([CH3:24])[CH:5]1[CH2:10][CH2:9][N:8]([C:11](=[O:23])[CH2:12][CH2:13][C:14]2[N:15]([CH2:19][C:20]([OH:22])=[O:21])[CH:16]=[CH:17][N:18]=2)[CH2:7][CH2:6]1)[CH3:3], predict the reaction product. The product is: [ClH:1].[CH2:2]([N:4]([CH3:24])[CH:5]1[CH2:6][CH2:7][N:8]([C:11](=[O:23])[CH2:12][CH2:13][C:14]2[N:15]([CH2:19][C:20]([OH:22])=[O:21])[CH:16]=[CH:17][N:18]=2)[CH2:9][CH2:10]1)[CH3:3]. (2) The product is: [Cl:1][C:2]1[CH:7]=[C:6]([Cl:21])[CH:5]=[CH:4][C:3]=1[C@H:8]1[C@H:13]([N+:14]([O-:16])=[O:15])[CH2:12][C:11]([CH2:22][N:24]2[CH2:27][CH2:28][CH:32]([OH:35])[CH2:26][CH2:25]2)=[CH:10][CH2:9]1. Given the reactants [Cl:1][C:2]1[CH:7]=[CH:6][CH:5]=[CH:4][C:3]=1[C@H:8]1[C@H:13]([N+:14]([O-:16])=[O:15])[CH2:12][CH:11]=[CH:10][CH2:9]1.CS([Cl:21])(=O)=O.[CH2:22]([N:24]([CH2:27][CH3:28])[CH2:25][CH3:26])C.N1CC[CH:32]([OH:35])CC1, predict the reaction product. (3) The product is: [C:1]([C:3](=[CH:13][O:14][CH2:15][CH3:16])[C:4]([NH:6][CH:7]1[CH2:12][CH2:11][CH2:10][CH2:9][CH2:8]1)=[O:5])#[N:2]. Given the reactants [C:1]([CH2:3][C:4]([NH:6][CH:7]1[CH2:12][CH2:11][CH2:10][CH2:9][CH2:8]1)=[O:5])#[N:2].[CH:13](OCC)(OCC)[O:14][CH2:15][CH3:16], predict the reaction product. (4) Given the reactants [CH3:1][C:2]1[C:6]([C:7]2[CH:8]=[C:9]([C:25]([NH:27][CH2:28][C:29]3[O:33][N:32]=[C:31]([CH2:34]O)[CH:30]=3)=[O:26])[C:10](=[O:24])[N:11]([C:14]3[CH:19]=[CH:18][CH:17]=[C:16]([C:20]([F:23])([F:22])[F:21])[CH:15]=3)[C:12]=2[CH3:13])=[C:5]([CH3:36])[O:4][N:3]=1.[CH3:37][S:38]SC.C(P(CC)CC)C, predict the reaction product. The product is: [CH3:1][C:2]1[C:6]([C:7]2[CH:8]=[C:9]([C:25]([NH:27][CH2:28][C:29]3[O:33][N:32]=[C:31]([CH2:34][S:38][CH3:37])[CH:30]=3)=[O:26])[C:10](=[O:24])[N:11]([C:14]3[CH:19]=[CH:18][CH:17]=[C:16]([C:20]([F:23])([F:22])[F:21])[CH:15]=3)[C:12]=2[CH3:13])=[C:5]([CH3:36])[O:4][N:3]=1. (5) Given the reactants [OH:1][C:2]1[CH:3]=[C:4]([CH:7]=[CH:8][CH:9]=1)[CH:5]=O.[N+:10]([CH2:13][CH3:14])([O-:12])=[O:11].C([O-])(=O)C.[NH4+].O, predict the reaction product. The product is: [N+:10](/[C:13](/[CH3:14])=[CH:5]/[C:4]1[CH:3]=[C:2]([OH:1])[CH:9]=[CH:8][CH:7]=1)([O-:12])=[O:11].